Predict the reactants needed to synthesize the given product. From a dataset of Full USPTO retrosynthesis dataset with 1.9M reactions from patents (1976-2016). (1) Given the product [F:1][C:2]1[CH:7]=[CH:6][C:5]([C@@H:8]2[CH2:9][O:11]2)=[CH:4][C:3]=1[NH:19][S:20]([CH3:23])(=[O:22])=[O:21], predict the reactants needed to synthesize it. The reactants are: [F:1][C:2]1[CH:7]=[CH:6][C:5]([C@@H:8]([O:11][Si](CC)(CC)CC)[CH2:9]I)=[CH:4][C:3]=1[NH:19][S:20]([CH3:23])(=[O:22])=[O:21].CCCC[N+](CCCC)(CCCC)CCCC.[F-].C1COCC1.C(OCC)(=O)C. (2) Given the product [CH3:7][C:8]1[CH:13]=[C:12]([CH3:14])[CH:11]=[CH:10][C:9]=1[C:15]1[CH:16]=[CH:3][C:2](=[O:6])[NH:18][N:20]=1, predict the reactants needed to synthesize it. The reactants are: O.[C:2]([OH:6])(=O)[CH:3]=O.[CH3:7][C:8]1[CH:13]=[C:12]([CH3:14])[CH:11]=[CH:10][C:9]=1[C:15](=O)[CH3:16].[NH4+:18].[OH-].[NH2:20]N. (3) Given the product [Br:1][C:2]1[CH:3]=[C:4]([CH:25]=[CH:26][CH:27]=1)[CH2:5][CH2:6][O:7][CH2:8][CH2:9][C:10]([N:12]([CH:19]1[CH2:20][CH2:21][CH2:22][CH2:23][CH2:24]1)[CH2:13][CH:14]=[O:15])=[O:11], predict the reactants needed to synthesize it. The reactants are: [Br:1][C:2]1[CH:3]=[C:4]([CH:25]=[CH:26][CH:27]=1)[CH2:5][CH2:6][O:7][CH2:8][CH2:9][C:10]([N:12]([CH:19]1[CH2:24][CH2:23][CH2:22][CH2:21][CH2:20]1)[CH2:13][CH:14](OC)[O:15]C)=[O:11].Cl. (4) Given the product [F:39][C:40]([F:45])([F:44])[C:41]([OH:43])=[O:42].[CH3:27][O:26][C:23]1[C:22]([O:28][CH3:29])=[CH:21][C:20]2[C:3]3[C:4]([CH:7]4[CH2:12][CH2:11][NH:10][CH2:9][CH2:8]4)=[N:5][NH:6][C:2]=3[N:1]=[C:35]([C:34]3[CH:37]=[CH:38][C:31]([OH:30])=[CH:32][CH:33]=3)[C:25]=2[CH:24]=1, predict the reactants needed to synthesize it. The reactants are: [NH2:1][C:2]1[NH:6][N:5]=[C:4]([CH:7]2[CH2:12][CH2:11][N:10](C(OC(C)(C)C)=O)[CH2:9][CH2:8]2)[C:3]=1[C:20]1[CH:25]=[CH:24][C:23]([O:26][CH3:27])=[C:22]([O:28][CH3:29])[CH:21]=1.[OH:30][C:31]1[CH:38]=[CH:37][C:34]([CH:35]=O)=[CH:33][CH:32]=1.[F:39][C:40]([F:45])([F:44])[C:41]([OH:43])=[O:42]. (5) Given the product [CH:30]1([C:2]2[CH:7]=[CH:6][C:5]3=[N:8][C:9]([C:11]4[CH:12]=[CH:13][C:14]([C:24]([F:27])([F:26])[F:25])=[C:15]([NH:17][C:18](=[O:23])[C:19]([CH3:22])([CH3:21])[CH3:20])[CH:16]=4)=[CH:10][N:4]3[N:3]=2)[CH2:31][CH2:29][CH2:34][CH2:33]1, predict the reactants needed to synthesize it. The reactants are: Cl[C:2]1[CH:7]=[CH:6][C:5]2=[N:8][C:9]([C:11]3[CH:12]=[CH:13][C:14]([C:24]([F:27])([F:26])[F:25])=[C:15]([NH:17][C:18](=[O:23])[C:19]([CH3:22])([CH3:21])[CH3:20])[CH:16]=3)=[CH:10][N:4]2[N:3]=1.[Br-].[CH:29]1([Zn+])[CH2:31][CH2:30]1.[CH2:33]1COC[CH2:34]1. (6) The reactants are: [CH3:1][O:2][C:3]1[CH:4]=[CH:5][C:6]2[C:11](=[O:12])[N:10]([CH2:13][C:14]([OH:16])=O)[N:9]=[N:8][C:7]=2[CH:17]=1.[F:18][C:19]([F:31])([F:30])[O:20][C:21]1[CH:26]=[CH:25][C:24]([C@@H:27]([NH2:29])[CH3:28])=[CH:23][CH:22]=1. Given the product [CH3:1][O:2][C:3]1[CH:4]=[CH:5][C:6]2[C:11](=[O:12])[N:10]([CH2:13][C:14]([NH:29][C@H:27]([C:24]3[CH:23]=[CH:22][C:21]([O:20][C:19]([F:18])([F:30])[F:31])=[CH:26][CH:25]=3)[CH3:28])=[O:16])[N:9]=[N:8][C:7]=2[CH:17]=1, predict the reactants needed to synthesize it. (7) Given the product [C:1]12([CH2:11][CH2:12][O:13][C:14]3[CH:15]=[C:16]([CH2:20][CH2:21][NH:22][CH2:23][C@@H:24]([C:33]4[CH:42]=[CH:41][C:40]([O:43][CH2:44][C:45]5[CH:50]=[CH:49][CH:48]=[CH:47][CH:46]=5)=[C:39]5[C:34]=4[CH:35]=[CH:36][C:37](=[O:51])[NH:38]5)[OH:25])[CH:17]=[CH:18][CH:19]=3)[CH2:10][CH:5]3[CH2:6][CH:7]([CH2:9][CH:3]([CH2:4]3)[CH2:2]1)[CH2:8]2, predict the reactants needed to synthesize it. The reactants are: [C:1]12([CH2:11][CH2:12][O:13][C:14]3[CH:15]=[C:16]([CH2:20][CH2:21][NH:22][CH2:23][C@@H:24]([C:33]4[CH:42]=[CH:41][C:40]([O:43][CH2:44][C:45]5[CH:50]=[CH:49][CH:48]=[CH:47][CH:46]=5)=[C:39]5[C:34]=4[CH:35]=[CH:36][C:37](=[O:51])[NH:38]5)[O:25][Si](C(C)(C)C)(C)C)[CH:17]=[CH:18][CH:19]=3)[CH2:10][CH:5]3[CH2:6][CH:7]([CH2:9][CH:3]([CH2:4]3)[CH2:2]1)[CH2:8]2.O.O.O.[F-].C([N+](CCCC)(CCCC)CCCC)CCC. (8) Given the product [CH3:18][O:17][C:13]1[CH:12]=[C:11]2[C:16](=[CH:15][CH:14]=1)[C:7]([C:5]([OH:6])=[O:4])=[N:8][C:9]([NH:19][C:20]1[CH:24]=[C:23]([CH3:25])[NH:22][N:21]=1)=[CH:10]2, predict the reactants needed to synthesize it. The reactants are: C([O:4][C:5]([C:7]1[C:16]2[C:11](=[CH:12][C:13]([O:17][CH3:18])=[CH:14][CH:15]=2)[CH:10]=[C:9]([NH:19][C:20]2[CH:24]=[C:23]([CH3:25])[NH:22][N:21]=2)[N:8]=1)=[O:6])(C)C.[OH-].[K+].